This data is from Full USPTO retrosynthesis dataset with 1.9M reactions from patents (1976-2016). The task is: Predict the reactants needed to synthesize the given product. (1) Given the product [NH2:9][CH2:8][C:7]1[CH:10]=[C:11]([OH:14])[CH:12]=[CH:13][C:6]=1[C:3]1[CH:4]=[CH:5][O:1][CH:2]=1, predict the reactants needed to synthesize it. The reactants are: [O:1]1[CH:5]=[CH:4][C:3]([C:6]2[CH:13]=[CH:12][C:11]([OH:14])=[CH:10][C:7]=2[C:8]#[N:9])=[CH:2]1. (2) Given the product [C:15]1([C@H:14]([N:21]=[C:3]([C:5]2[CH:10]=[CH:9][CH:8]=[CH:7][CH:6]=2)[C:2]([F:12])([F:11])[F:1])[CH3:13])[CH:20]=[CH:19][CH:18]=[CH:17][CH:16]=1, predict the reactants needed to synthesize it. The reactants are: [F:1][C:2]([F:12])([F:11])[C:3]([C:5]1[CH:10]=[CH:9][CH:8]=[CH:7][CH:6]=1)=O.[CH3:13][C@@H:14]([NH2:21])[C:15]1[CH:20]=[CH:19][CH:18]=[CH:17][CH:16]=1.O.C1(C)C=CC(S(O)(=O)=O)=CC=1. (3) Given the product [S:28](=[O:30])(=[O:29])([O:19][CH:17]([CH2:16][CH2:15][C:12]1[CH:13]=[CH:14][N:10]([S:7]([C:1]2[CH:6]=[CH:5][CH:4]=[CH:3][CH:2]=2)(=[O:8])=[O:9])[CH:11]=1)[CH3:18])[NH2:31], predict the reactants needed to synthesize it. The reactants are: [C:1]1([S:7]([N:10]2[CH:14]=[CH:13][C:12]([CH2:15][CH2:16][CH:17]([OH:19])[CH3:18])=[CH:11]2)(=[O:9])=[O:8])[CH:6]=[CH:5][CH:4]=[CH:3][CH:2]=1.CCN(CC)CC.Cl[S:28]([N:31]=C=O)(=[O:30])=[O:29].C(O)=O. (4) Given the product [CH2:43]([O:1][C:2]1[CH:11]=[C:10]([C:17]2[CH:16]=[CH:15][C:14]([F:13])=[CH:19][C:18]=2[F:20])[CH:9]=[CH:8][C:3]=1[C:4]([O:6][CH3:7])=[O:5])[C:38]1[CH:39]=[CH:40][CH:41]=[CH:42][CH:37]=1, predict the reactants needed to synthesize it. The reactants are: [OH:1][C:2]1[CH:11]=[C:10](I)[CH:9]=[CH:8][C:3]=1[C:4]([O:6][CH3:7])=[O:5].[F:13][C:14]1[CH:19]=[C:18]([F:20])[CH:17]=[CH:16][C:15]=1B(O)O.C(=O)([O-])[O-].[Na+].[Na+].C1(P(C2CCCCC2)[C:37]2[CH:42]=[CH:41][CH:40]=[CH:39][C:38]=2[C:43]2C(OC)=CC=CC=2OC)CCCCC1. (5) Given the product [O:19]=[C:17]1[N:16]([C:34]([O:36][C:37]([CH3:40])([CH3:39])[CH3:38])=[O:35])[CH:15]([CH2:20][C:21]2[CH:26]=[CH:25][CH:24]=[C:23]([O:27][C:28]([F:32])([F:33])[CH:29]([F:30])[F:31])[CH:22]=2)[CH:14]([C:11]2[CH:12]=[CH:13][C:8]([O:7][C:2]3[CH:3]=[CH:4][CH:5]=[CH:6][N:1]=3)=[CH:9][CH:10]=2)[O:18]1, predict the reactants needed to synthesize it. The reactants are: [N:1]1[CH:6]=[CH:5][CH:4]=[CH:3][C:2]=1[O:7][C:8]1[CH:13]=[CH:12][C:11]([CH:14]2[O:18][C:17](=[O:19])[NH:16][CH:15]2[CH2:20][C:21]2[CH:26]=[CH:25][CH:24]=[C:23]([O:27][C:28]([F:33])([F:32])[CH:29]([F:31])[F:30])[CH:22]=2)=[CH:10][CH:9]=1.[C:34](O[C:34]([O:36][C:37]([CH3:40])([CH3:39])[CH3:38])=[O:35])([O:36][C:37]([CH3:40])([CH3:39])[CH3:38])=[O:35].O.